Dataset: Forward reaction prediction with 1.9M reactions from USPTO patents (1976-2016). Task: Predict the product of the given reaction. (1) The product is: [Cl:1][C:2]1[C:3]([O:29][C:30]2[CH:35]=[CH:34][C:33]([C:36]([F:37])([F:39])[F:38])=[CH:32][C:31]=2[C:40]2[CH:45]=[CH:44][N:43]=[N:42][CH:41]=2)=[CH:4][C:5]([F:28])=[C:6]([S:8]([NH:11][C:12]2[S:13][CH:14]=[N:15][N:16]=2)(=[O:10])=[O:9])[CH:7]=1. Given the reactants [Cl:1][C:2]1[C:3]([O:29][C:30]2[CH:35]=[CH:34][C:33]([C:36]([F:39])([F:38])[F:37])=[CH:32][C:31]=2[C:40]2[CH:45]=[CH:44][N:43]=[N:42][CH:41]=2)=[CH:4][C:5]([F:28])=[C:6]([S:8]([N:11](CC2C=CC(OC)=CC=2OC)[C:12]2[S:13][CH:14]=[N:15][N:16]=2)(=[O:10])=[O:9])[CH:7]=1.Cl.N, predict the reaction product. (2) The product is: [C:1]([C:3]1[C:4]([N:16]2[CH2:19][CH:18]([C:20](=[O:21])[NH:35][S:32]([CH2:31][C:25]3[C:26]([F:30])=[CH:27][CH:28]=[CH:29][C:24]=3[F:23])(=[O:33])=[O:34])[CH2:17]2)=[N:5][C:6]([CH2:14][F:15])=[C:7]([CH:8]=1)[C:9]([O:11][CH2:12][CH3:13])=[O:10])#[N:2]. Given the reactants [C:1]([C:3]1[C:4]([N:16]2[CH2:19][CH:18]([C:20](O)=[O:21])[CH2:17]2)=[N:5][C:6]([CH2:14][F:15])=[C:7]([C:9]([O:11][CH2:12][CH3:13])=[O:10])[CH:8]=1)#[N:2].[F:23][C:24]1[CH:29]=[CH:28][CH:27]=[C:26]([F:30])[C:25]=1[CH2:31][S:32]([NH2:35])(=[O:34])=[O:33], predict the reaction product. (3) Given the reactants [F:1][C:2]([F:26])([F:25])[C:3]1[N:8]2[N:9]=[CH:10][C:11]([C:12](O)=[O:13])=[C:7]2[N:6]=[C:5]([C:15]2[CH:20]=[CH:19][C:18]([C:21]([F:24])([F:23])[F:22])=[CH:17][CH:16]=2)[CH:4]=1.[OH:27][CH2:28][C:29]([NH:33][S:34]([C:37]1[S:38][C:39]([Cl:43])=[C:40]([NH2:42])[CH:41]=1)(=[O:36])=[O:35])([CH2:31][OH:32])[CH3:30], predict the reaction product. The product is: [Cl:43][C:39]1[S:38][C:37]([S:34](=[O:36])(=[O:35])[NH:33][C:29]([CH2:28][OH:27])([CH3:30])[CH2:31][OH:32])=[CH:41][C:40]=1[NH:42][C:12]([C:11]1[CH:10]=[N:9][N:8]2[C:3]([C:2]([F:26])([F:25])[F:1])=[CH:4][C:5]([C:15]3[CH:20]=[CH:19][C:18]([C:21]([F:24])([F:22])[F:23])=[CH:17][CH:16]=3)=[N:6][C:7]=12)=[O:13]. (4) Given the reactants [CH2:1]([O:8][C:9]1[C:17]([CH3:18])=[CH:16][C:12]([C:13](O)=[O:14])=[CH:11][C:10]=1[CH3:19])[C:2]1[CH:7]=[CH:6][CH:5]=[CH:4][CH:3]=1.S(Cl)(Cl)=O.[NH2:24][NH2:25], predict the reaction product. The product is: [CH2:1]([O:8][C:9]1[C:17]([CH3:18])=[CH:16][C:12]([C:13]([NH:24][NH2:25])=[O:14])=[CH:11][C:10]=1[CH3:19])[C:2]1[CH:7]=[CH:6][CH:5]=[CH:4][CH:3]=1.